This data is from Reaction yield outcomes from USPTO patents with 853,638 reactions. The task is: Predict the reaction yield, written as a fraction of the theoretical maximum amount of product (1.0 means a 100% yield; for example, 0.34 means a 34% yield). (1) The catalyst is C(OCC)C. The product is [ClH:35].[CH3:1][C:2]1[N:3]=[C:4]([C:8]2[C:9](=[O:34])[NH:10][C:11](=[O:33])[N:12]([CH2:14][CH2:15][CH2:16][N:17]3[CH2:22][C@H:21]4[C@:19]([C:23]5[CH:28]=[CH:27][C:26]([C:29]([F:30])([F:32])[F:31])=[CH:25][CH:24]=5)([CH2:20]4)[CH2:18]3)[CH:13]=2)[S:5][C:6]=1[CH3:7]. The reactants are [CH3:1][C:2]1[N:3]=[C:4]([C:8]2[C:9](=[O:34])[NH:10][C:11](=[O:33])[N:12]([CH2:14][CH2:15][CH2:16][N:17]3[CH2:22][C@H:21]4[C@:19]([C:23]5[CH:28]=[CH:27][C:26]([C:29]([F:32])([F:31])[F:30])=[CH:25][CH:24]=5)([CH2:20]4)[CH2:18]3)[CH:13]=2)[S:5][C:6]=1[CH3:7].[ClH:35]. The yield is 0.770. (2) The reactants are [C:1]([O:5][C:6]([N:8]1[CH2:13][CH2:12][C@@H:11]([CH3:14])[C@@H:10]([C:15](=O)[NH:16][CH2:17][C:18]2[N:19]=[C:20]3[CH:26]=[CH:25][N:24]([S:27]([C:30]4[CH:36]=[CH:35][C:33]([CH3:34])=[CH:32][CH:31]=4)(=[O:29])=[O:28])[C:21]3=[N:22][CH:23]=2)[CH2:9]1)=[O:7])([CH3:4])([CH3:3])[CH3:2].COC1C=CC(P2(SP(C3C=CC(OC)=CC=3)(=S)S2)=S)=CC=1. The catalyst is O1CCOCC1.FC(F)(F)C([O-])=O.[Hg+2].FC(F)(F)C([O-])=O. The product is [CH3:14][C@@H:11]1[CH2:12][CH2:13][N:8]([C:6]([O:5][C:1]([CH3:3])([CH3:4])[CH3:2])=[O:7])[CH2:9][C@@H:10]1[C:15]1[N:19]2[C:20]3[CH:26]=[CH:25][N:24]([S:27]([C:30]4[CH:31]=[CH:32][C:33]([CH3:34])=[CH:35][CH:36]=4)(=[O:28])=[O:29])[C:21]=3[N:22]=[CH:23][C:18]2=[CH:17][N:16]=1. The yield is 0.790.